This data is from Forward reaction prediction with 1.9M reactions from USPTO patents (1976-2016). The task is: Predict the product of the given reaction. The product is: [CH2:1]([O:8][C:9]1[CH:14]=[C:13]([C:12]([O:15][CH2:16][O:17][CH3:18])=[CH:11][N:10]=1)[C:19]([OH:21])=[O:20])[C:2]1[CH:7]=[CH:6][CH:5]=[CH:4][CH:3]=1. Given the reactants [CH2:1]([O:8][C:9]1[CH:14]=[CH:13][C:12]([O:15][CH2:16][O:17][CH3:18])=[CH:11][N:10]=1)[C:2]1[CH:7]=[CH:6][CH:5]=[CH:4][CH:3]=1.[C:19](=[O:21])=[O:20].Cl, predict the reaction product.